The task is: Predict the product of the given reaction.. This data is from Forward reaction prediction with 1.9M reactions from USPTO patents (1976-2016). (1) Given the reactants [Cl:1][C:2]1[CH:20]=[CH:19][C:5]([C:6]([C:8]2[CH:18]=[CH:17][CH:16]=[CH:15][C:9]=2[C:10](OCC)=[O:11])=O)=[CH:4][N:3]=1.O.[NH2:22][NH2:23], predict the reaction product. The product is: [Cl:1][C:2]1[N:3]=[CH:4][C:5]([C:6]2[C:8]3[C:9](=[CH:15][CH:16]=[CH:17][CH:18]=3)[C:10](=[O:11])[NH:23][N:22]=2)=[CH:19][CH:20]=1. (2) Given the reactants [NH2:1][CH2:2][C@H:3]([OH:5])[CH3:4].[CH:6](=O)[C:7]1[CH:12]=[CH:11][C:10]([O:13][CH3:14])=[CH:9][CH:8]=1.C(O[BH-](OC(=O)C)OC(=O)C)(=O)C.[Na+], predict the reaction product. The product is: [CH3:14][O:13][C:10]1[CH:11]=[CH:12][C:7]([CH2:6][NH:1][CH2:2][C@H:3]([OH:5])[CH3:4])=[CH:8][CH:9]=1. (3) Given the reactants [C:1]([C:3]1[N:8]=[CH:7][C:6]([S:9]([NH:12][CH:13]([CH3:29])[C:14]([NH:16][C:17]2[CH:18]=[N:19][C:20]([CH:26]3[CH2:28][CH2:27]3)=[CH:21][C:22]=2[NH:23][CH2:24][CH3:25])=O)(=[O:11])=[O:10])=[CH:5][CH:4]=1)#[N:2], predict the reaction product. The product is: [CH:26]1([C:20]2[N:19]=[CH:18][C:17]3[N:16]=[C:14]([CH:13]([NH:12][S:9]([C:6]4[CH:7]=[N:8][C:3]([C:1]#[N:2])=[CH:4][CH:5]=4)(=[O:11])=[O:10])[CH3:29])[N:23]([CH2:24][CH3:25])[C:22]=3[CH:21]=2)[CH2:28][CH2:27]1. (4) Given the reactants [CH3:1][N:2]([CH3:12])[C:3]1[CH:4]=[C:5]([CH:9]=[CH:10][CH:11]=1)[C:6]([OH:8])=O.[I:13][C:14]1[CH:15]=[C:16]([CH:18]=[CH:19][C:20]=1[CH3:21])[NH2:17], predict the reaction product. The product is: [CH3:12][N:2]([CH3:1])[C:3]1[CH:4]=[C:5]([CH:9]=[CH:10][CH:11]=1)[C:6]([NH:17][C:16]1[CH:18]=[CH:19][C:20]([CH3:21])=[C:14]([I:13])[CH:15]=1)=[O:8]. (5) Given the reactants [CH3:1][Si](C=[N+]=[N-])(C)C.[Cl:8][C:9]1[S:13][C:12]([S:14]([NH:17][C@H:18]([C:24]([OH:26])=[O:25])[CH:19]([CH2:22][CH3:23])[CH2:20][CH3:21])(=[O:16])=[O:15])=[CH:11][CH:10]=1, predict the reaction product. The product is: [CH3:1][O:25][C:24](=[O:26])[C@H:18]([CH:19]([CH2:20][CH3:21])[CH2:22][CH3:23])[NH:17][S:14]([C:12]1[S:13][C:9]([Cl:8])=[CH:10][CH:11]=1)(=[O:15])=[O:16]. (6) Given the reactants C1(CCOC2C=CC(C(NC(CC3C=CC(CCC)=CC=3)C(NCCO)=O)=O)=CC=2)CC1.[CH:33]1([CH2:36][O:37][C:38]2[CH:64]=[CH:63][C:41]([C:42]([NH:44]/[C:45](/[C:57]([NH:59][CH2:60][CH2:61][OH:62])=[O:58])=[CH:46]\[C:47]3[CH:52]=[CH:51][C:50]([O:53][CH:54]([F:56])[F:55])=[CH:49][CH:48]=3)=[O:43])=[CH:40][CH:39]=2)[CH2:35][CH2:34]1, predict the reaction product. The product is: [CH:33]1([CH2:36][O:37][C:38]2[CH:64]=[CH:63][C:41]([C:42]([NH:44][CH:45]([CH2:46][C:47]3[CH:48]=[CH:49][C:50]([O:53][CH:54]([F:56])[F:55])=[CH:51][CH:52]=3)[C:57]([NH:59][CH2:60][CH2:61][OH:62])=[O:58])=[O:43])=[CH:40][CH:39]=2)[CH2:35][CH2:34]1.